This data is from Forward reaction prediction with 1.9M reactions from USPTO patents (1976-2016). The task is: Predict the product of the given reaction. (1) Given the reactants [Br:1][C:2]1[C:3]([N:12]2[CH2:17][CH2:16][N:15]([CH2:18][C:19]3[CH:24]=[CH:23][N:22]=[CH:21][CH:20]=3)[CH2:14][CH2:13]2)=[C:4]([N+:9]([O-])=O)[C:5]([NH2:8])=[N:6][CH:7]=1.[CH3:25][O:26][C:27]1[CH:34]=[CH:33][C:30]([CH:31]=O)=[CH:29][CH:28]=1.[O-]S(S([O-])=O)=O.[Na+].[Na+], predict the reaction product. The product is: [Br:1][C:2]1[C:3]([N:12]2[CH2:17][CH2:16][N:15]([CH2:18][C:19]3[CH:24]=[CH:23][N:22]=[CH:21][CH:20]=3)[CH2:14][CH2:13]2)=[C:4]2[N:9]=[C:31]([C:30]3[CH:33]=[CH:34][C:27]([O:26][CH3:25])=[CH:28][CH:29]=3)[NH:8][C:5]2=[N:6][CH:7]=1. (2) The product is: [CH3:1][C:2]1([C:22]2[CH:29]=[CH:28][C:25]([C:26]#[N:27])=[CH:24][CH:23]=2)[S:6][C:5]([NH:7][C@H:8]([C:10]2[CH:15]=[CH:14][CH:13]=[CH:12][C:11]=2[C:16]([F:18])([F:17])[F:19])[CH3:9])=[N:4][C:3]1=[O:20]. Given the reactants [CH3:1][CH:2]1[S:6][C:5]([NH:7][C@H:8]([C:10]2[CH:15]=[CH:14][CH:13]=[CH:12][C:11]=2[C:16]([F:19])([F:18])[F:17])[CH3:9])=[N:4][C:3]1=[O:20].Br[C:22]1[CH:29]=[CH:28][C:25]([C:26]#[N:27])=[CH:24][CH:23]=1.[Li]N([Si](C)(C)C)[Si](C)(C)C, predict the reaction product. (3) Given the reactants CS[C:3]1[N:8]=[C:7]([C:9]2[N:13]3[CH:14]=[CH:15][CH:16]=[CH:17][C:12]3=[N:11][CH:10]=2)[CH:6]=[CH:5][N:4]=1.Cl[C:19]1C=CC=C(C(OO)=O)C=1.[S:29]([O-:32])([O-])=[O:30].[Na+].[Na+], predict the reaction product. The product is: [CH3:19][S:29]([C:3]1[N:8]=[C:7]([C:9]2[N:13]3[CH:14]=[CH:15][CH:16]=[CH:17][C:12]3=[N:11][CH:10]=2)[CH:6]=[CH:5][N:4]=1)(=[O:32])=[O:30]. (4) Given the reactants [H-].[H-].[H-].[H-].[Li+].[Al+3].[C:7]1(=O)[NH:11][C:10](=O)[CH:9]2[CH2:13][CH2:14][CH:15]=[CH:16][CH:8]12, predict the reaction product. The product is: [CH:10]1[NH:11][CH:7]=[C:8]2[C:9]=1[CH:13]=[CH:14][CH:15]=[CH:16]2. (5) Given the reactants [F-].C([N+](CCCC)(CCCC)CCCC)CCC.[Br:19][C:20]1[CH:21]=[C:22]([C:35]2[CH:40]=[CH:39][CH:38]=[CH:37][CH:36]=2)[CH:23]=[CH:24][C:25]=1[C:26]#[C:27][Si](C(C)(C)C)(C)C, predict the reaction product. The product is: [Br:19][C:20]1[CH:21]=[C:22]([C:35]2[CH:36]=[CH:37][CH:38]=[CH:39][CH:40]=2)[CH:23]=[CH:24][C:25]=1[C:26]#[CH:27]. (6) Given the reactants [CH3:1][C@@H:2]1[C@H:6]([CH3:7])[O:5][C:4]([C:8]2[NH:12][C:11]([C:13]3[CH:14]=[C:15]([OH:25])[CH:16]=[C:17]([O:19][C@@H:20]([CH3:24])[CH2:21][O:22][CH3:23])[CH:18]=3)=[CH:10][CH:9]=2)=[N:3]1.Cl[C:27]1[CH:32]=[N:31][C:30]([S:33]([CH3:36])(=[O:35])=[O:34])=[CH:29][N:28]=1.C(=O)([O-])[O-].[Cs+].[Cs+].O, predict the reaction product. The product is: [CH3:1][C@@H:2]1[C@H:6]([CH3:7])[O:5][C:4]([C:8]2[NH:12][C:11]([C:13]3[CH:14]=[C:15]([CH:16]=[C:17]([O:19][C@@H:20]([CH3:24])[CH2:21][O:22][CH3:23])[CH:18]=3)[O:25][C:27]3[CH:32]=[N:31][C:30]([S:33]([CH3:36])(=[O:35])=[O:34])=[CH:29][N:28]=3)=[CH:10][CH:9]=2)=[N:3]1. (7) Given the reactants [Br-].[CH:2]1([CH2:8][NH:9]CC2CCCCC2)[CH2:7][CH2:6][CH2:5][CH2:4][CH2:3]1.C([Sn](CCCC)(CCCC)C1[N:23]=CSC=1)CCC, predict the reaction product. The product is: [NH:23]1[C:7]2[C:2](=[CH:3][CH:4]=[CH:5][CH:6]=2)[CH:8]=[N:9]1. (8) Given the reactants [NH2:1][C:2]1[CH:11]=[CH:10][C:5]([C:6](OC)=[O:7])=[C:4]([F:12])[CH:3]=1.[H-].[H-].[H-].[H-].[Li+].[Al+3], predict the reaction product. The product is: [NH2:1][C:2]1[CH:11]=[CH:10][C:5]([CH2:6][OH:7])=[C:4]([F:12])[CH:3]=1. (9) Given the reactants Cl[CH2:2][C:3](Cl)=[O:4].[CH:6]1([NH2:12])[CH2:11][CH2:10][CH2:9][CH2:8][CH2:7]1.[OH:13][C:14]1[N:15]=[C:16]([C:20]2[CH:25]=[CH:24][C:23]([C:26]([O:28]C)=[O:27])=[CH:22][CH:21]=2)[S:17][C:18]=1[CH3:19], predict the reaction product. The product is: [CH:6]1([NH:12][C:3]([CH2:2][O:13][C:14]2[N:15]=[C:16]([C:20]3[CH:21]=[CH:22][C:23]([C:26]([OH:28])=[O:27])=[CH:24][CH:25]=3)[S:17][C:18]=2[CH3:19])=[O:4])[CH2:11][CH2:10][CH2:9][CH2:8][CH2:7]1. (10) The product is: [OH:8][C:9]1[CH:10]=[CH:11][C:12]2[C:13]3[N:14]([CH2:30][CH2:31][N:32]=3)[C:15]([NH:21][C:22](=[O:29])[C:23]3[CH:28]=[CH:27][CH:26]=[N:25][CH:24]=3)=[N:16][C:17]=2[C:18]=1[O:19][CH3:20]. Given the reactants C([O:8][C:9]1[CH:10]=[CH:11][C:12]2[C:13]3[N:14]([CH2:30][CH2:31][N:32]=3)[C:15]([NH:21][C:22](=[O:29])[C:23]3[CH:28]=[CH:27][CH:26]=[N:25][CH:24]=3)=[N:16][C:17]=2[C:18]=1[O:19][CH3:20])C1C=CC=CC=1.C(O)(C(F)(F)F)=O, predict the reaction product.